From a dataset of Full USPTO retrosynthesis dataset with 1.9M reactions from patents (1976-2016). Predict the reactants needed to synthesize the given product. (1) Given the product [Cl:1][C:2]1[CH:7]=[C:6]([Cl:8])[CH:5]=[CH:4][C:3]=1[C:9]([F:14])([F:13])[C:10]([NH:21][CH2:22][C:23]1[CH:24]=[C:25]2[C:29](=[CH:30][CH:31]=1)[C:28](=[O:32])[N:27]([CH:33]1[CH2:38][CH2:37][C:36](=[O:39])[NH:35][C:34]1=[O:40])[CH2:26]2)=[O:12], predict the reactants needed to synthesize it. The reactants are: [Cl:1][C:2]1[CH:7]=[C:6]([Cl:8])[CH:5]=[CH:4][C:3]=1[C:9]([F:14])([F:13])[C:10]([OH:12])=O.P(Cl)(Cl)(Cl)=O.Cl.[NH2:21][CH2:22][C:23]1[CH:24]=[C:25]2[C:29](=[CH:30][CH:31]=1)[C:28](=[O:32])[N:27]([CH:33]1[CH2:38][CH2:37][C:36](=[O:39])[NH:35][C:34]1=[O:40])[CH2:26]2.C(=O)(O)[O-].[Na+]. (2) Given the product [C:24]([O:23][C:21]([N:9]1[CH2:10][CH2:11][CH2:12][CH:7]([C:1]2[CH:2]=[CH:3][CH:4]=[CH:5][CH:6]=2)[CH:8]1[C:13]([OH:15])=[O:14])=[O:22])([CH3:27])([CH3:26])[CH3:25], predict the reactants needed to synthesize it. The reactants are: [C:1]1([CH:7]2[CH2:12][CH2:11][CH2:10][NH:9][CH:8]2[C:13]([OH:15])=[O:14])[CH:6]=[CH:5][CH:4]=[CH:3][CH:2]=1.C(=O)(O)[O-].[Na+].[C:21](O[C:21]([O:23][C:24]([CH3:27])([CH3:26])[CH3:25])=[O:22])([O:23][C:24]([CH3:27])([CH3:26])[CH3:25])=[O:22].